This data is from Forward reaction prediction with 1.9M reactions from USPTO patents (1976-2016). The task is: Predict the product of the given reaction. (1) The product is: [Br:13][CH2:12][C:5]1[CH:6]=[CH:7][CH:8]=[C:9]2[C:4]=1[N:3]=[C:2]([CH3:1])[CH:11]=[CH:10]2. Given the reactants [CH3:1][C:2]1[CH:11]=[CH:10][C:9]2[C:4](=[C:5]([CH3:12])[CH:6]=[CH:7][CH:8]=2)[N:3]=1.[Br:13]N1C(=O)CCC1=O, predict the reaction product. (2) Given the reactants C[O:2][C:3]([C:5]1[CH:13]=[C:12]2[C:8]([C:9]([CH:32]3[CH2:37][CH2:36][CH2:35][CH2:34][CH2:33]3)=[C:10]([C:23]3[CH:28]=[CH:27][C:26]([NH2:29])=[C:25]([CH:30]=O)[CH:24]=3)[N:11]2[CH2:14][C:15]([N:17]2[CH2:22][CH2:21][O:20][CH2:19][CH2:18]2)=[O:16])=[CH:7][CH:6]=1)=[O:4].[F:38][C:39]([F:50])([F:49])[C:40]1[CH:41]=[C:42]([C:46](=O)[CH3:47])[CH:43]=[CH:44][CH:45]=1, predict the reaction product. The product is: [CH:32]1([C:9]2[C:8]3[C:12](=[CH:13][C:5]([C:3]([OH:4])=[O:2])=[CH:6][CH:7]=3)[N:11]([CH2:14][C:15]([N:17]3[CH2:18][CH2:19][O:20][CH2:21][CH2:22]3)=[O:16])[C:10]=2[C:23]2[CH:24]=[C:25]3[C:26](=[CH:27][CH:28]=2)[N:29]=[C:46]([C:42]2[CH:43]=[CH:44][CH:45]=[C:40]([C:39]([F:50])([F:49])[F:38])[CH:41]=2)[CH:47]=[CH:30]3)[CH2:37][CH2:36][CH2:35][CH2:34][CH2:33]1. (3) Given the reactants [NH2:1][C:2]1[CH:7]=[C:6]([O:8][CH3:9])[CH:5]=[CH:4][C:3]=1[OH:10].[C:11]([O:15][C:16]([NH:18][CH:19]([C:21](O)=[O:22])[CH3:20])=[O:17])([CH3:14])([CH3:13])[CH3:12], predict the reaction product. The product is: [OH:10][C:3]1[CH:4]=[CH:5][C:6]([O:8][CH3:9])=[CH:7][C:2]=1[NH:1][C:21](=[O:22])[CH:19]([NH:18][C:16](=[O:17])[O:15][C:11]([CH3:13])([CH3:12])[CH3:14])[CH3:20]. (4) Given the reactants [Br:1][C:2]1[CH:3]=[C:4]([CH:6]=[C:7]([Br:10])[C:8]=1[CH3:9])N.C(ON=O)(C)(C)C.C(I)[I:19], predict the reaction product. The product is: [Br:1][C:2]1[CH:3]=[C:4]([I:19])[CH:6]=[C:7]([Br:10])[C:8]=1[CH3:9]. (5) Given the reactants [F:1][C:2]1[CH:7]=[CH:6][CH:5]=[C:4]([F:8])[C:3]=1[N:9]1[C:14]2[N:15]=[C:16]([S:29][CH3:30])[N:17]=[C:18]([C:19]3[CH:20]=[C:21]([CH:25]=[CH:26][C:27]=3[CH3:28])[C:22](O)=[O:23])[C:13]=2[CH2:12][NH:11][C:10]1=[O:31].[NH2:32][C:33]1[S:34][CH:35]=[CH:36][N:37]=1.CN(C(ON1N=NC2C=CC=CC1=2)=[N+](C)C)C.F[P-](F)(F)(F)(F)F.CCN(CC)CC, predict the reaction product. The product is: [F:1][C:2]1[CH:7]=[CH:6][CH:5]=[C:4]([F:8])[C:3]=1[N:9]1[C:14]2[N:15]=[C:16]([S:29][CH3:30])[N:17]=[C:18]([C:19]3[CH:20]=[C:21]([CH:25]=[CH:26][C:27]=3[CH3:28])[C:22]([NH:32][C:33]3[S:34][CH:35]=[CH:36][N:37]=3)=[O:23])[C:13]=2[CH2:12][NH:11][C:10]1=[O:31]. (6) Given the reactants [NH2:1][CH2:2][C:3]1[CH:32]=[CH:31][C:30]([Cl:33])=[CH:29][C:4]=1[CH2:5][NH:6][C:7]([C@@H:9]1[CH2:13][CH2:12][CH2:11][N:10]1[C:14]([C:16]1[N:17](CO)[CH:18]=[C:19]([C:21]2[CH:26]=[CH:25][N:24]=[CH:23][CH:22]=2)[CH:20]=1)=[O:15])=[O:8].N, predict the reaction product. The product is: [NH2:1][CH2:2][C:3]1[CH:32]=[CH:31][C:30]([Cl:33])=[CH:29][C:4]=1[CH2:5][NH:6][C:7]([C@@H:9]1[CH2:13][CH2:12][CH2:11][N:10]1[C:14]([C:16]1[NH:17][CH:18]=[C:19]([C:21]2[CH:26]=[CH:25][N:24]=[CH:23][CH:22]=2)[CH:20]=1)=[O:15])=[O:8]. (7) Given the reactants C([N:8]1[CH:17]2[CH:12]([CH:13]([N:18]3[CH2:22][CH2:21][CH2:20][CH2:19]3)[CH2:14][CH2:15][CH2:16]2)[N:11]([C:23](=[O:33])[CH2:24][C:25]2[CH:30]=[CH:29][C:28]([Cl:31])=[C:27]([Cl:32])[CH:26]=2)[CH2:10][CH2:9]1)C1C=CC=CC=1.Cl, predict the reaction product. The product is: [Cl:32][C:27]1[CH:26]=[C:25]([CH2:24][C:23]([N:11]2[CH:12]3[CH:17]([CH2:16][CH2:15][CH2:14][CH:13]3[N:18]3[CH2:22][CH2:21][CH2:20][CH2:19]3)[NH:8][CH2:9][CH2:10]2)=[O:33])[CH:30]=[CH:29][C:28]=1[Cl:31]. (8) Given the reactants [C:1]([NH2:7])(=[NH:6])[CH2:2][CH2:3][CH2:4][CH3:5].[C:8]([CH:11]([CH2:17][C:18]([O:20][CH2:21][CH3:22])=[O:19])[C:12](OCC)=[O:13])(=O)[CH3:9].[OH-].[K+].O, predict the reaction product. The product is: [CH2:2]([C:1]1[N:7]=[C:12]([OH:13])[C:11]([CH2:17][C:18]([O:20][CH2:21][CH3:22])=[O:19])=[C:8]([CH3:9])[N:6]=1)[CH2:3][CH2:4][CH3:5]. (9) Given the reactants [CH3:1][C@@H:2]1[C@@H:11]([NH:12][C:13](=[O:22])[O:14][CH2:15][C:16]2[CH:21]=[CH:20][CH:19]=[CH:18][CH:17]=2)[C:10]2[C:5](=[CH:6][CH:7]=[CH:8][CH:9]=2)[NH:4][C@H:3]1[CH2:23][C:24]([F:27])([F:26])[F:25].N1C=CC=CC=1.[C:34](Cl)(=[O:36])[CH3:35], predict the reaction product. The product is: [C:34]([N:4]1[C:5]2[C:10](=[CH:9][CH:8]=[CH:7][CH:6]=2)[C@H:11]([NH:12][C:13](=[O:22])[O:14][CH2:15][C:16]2[CH:17]=[CH:18][CH:19]=[CH:20][CH:21]=2)[C@@H:2]([CH3:1])[C@@H:3]1[CH2:23][C:24]([F:27])([F:25])[F:26])(=[O:36])[CH3:35].